Dataset: Catalyst prediction with 721,799 reactions and 888 catalyst types from USPTO. Task: Predict which catalyst facilitates the given reaction. (1) Reactant: Cl[C:2]([O:4][C:5]1[CH:10]=[CH:9][CH:8]=[CH:7][CH:6]=1)=[O:3].[NH2:11][C:12]1[CH:40]=[CH:39][C:15]([O:16][C:17]2[CH:22]=[CH:21][N:20]=[C:19]([NH:23][C:24]([CH:26]3[CH2:31][CH2:30][N:29]([C:32]([O:34][C:35]([CH3:38])([CH3:37])[CH3:36])=[O:33])[CH2:28][CH2:27]3)=[O:25])[CH:18]=2)=[CH:14][C:13]=1[Cl:41].N1C=CC=CC=1.O1CCCC1. Product: [Cl:41][C:13]1[CH:14]=[C:15]([CH:39]=[CH:40][C:12]=1[NH:11][C:2]([O:4][C:5]1[CH:10]=[CH:9][CH:8]=[CH:7][CH:6]=1)=[O:3])[O:16][C:17]1[CH:22]=[CH:21][N:20]=[C:19]([NH:23][C:24]([CH:26]2[CH2:31][CH2:30][N:29]([C:32]([O:34][C:35]([CH3:38])([CH3:36])[CH3:37])=[O:33])[CH2:28][CH2:27]2)=[O:25])[CH:18]=1. The catalyst class is: 84. (2) Reactant: [NH:1]1[CH2:6][CH2:5][CH:4]([O:7][C:8]2[CH:9]=[C:10]3[C:14](=[CH:15][CH:16]=2)[NH:13][N:12]=[CH:11]3)[CH2:3][CH2:2]1.Br[CH2:18][CH2:19][OH:20].C(=O)([O-])[O-].[K+].[K+]. Product: [NH:13]1[C:14]2[C:10](=[CH:9][C:8]([O:7][CH:4]3[CH2:3][CH2:2][N:1]([CH2:18][CH2:19][OH:20])[CH2:6][CH2:5]3)=[CH:16][CH:15]=2)[CH:11]=[N:12]1. The catalyst class is: 9. (3) Reactant: [F:1][C:2]1([F:20])[CH2:4][CH:3]1[CH2:5][CH2:6][O:7][C:8]1[CH:17]=[CH:16][C:11]([C:12]([O:14]C)=[O:13])=[CH:10][C:9]=1[O:18][CH3:19].[OH-].[Na+].Cl. Product: [F:1][C:2]1([F:20])[CH2:4][CH:3]1[CH2:5][CH2:6][O:7][C:8]1[CH:17]=[CH:16][C:11]([C:12]([OH:14])=[O:13])=[CH:10][C:9]=1[O:18][CH3:19]. The catalyst class is: 24.